From a dataset of NCI-60 drug combinations with 297,098 pairs across 59 cell lines. Regression. Given two drug SMILES strings and cell line genomic features, predict the synergy score measuring deviation from expected non-interaction effect. (1) Drug 2: CC1C(C(CC(O1)OC2CC(CC3=C2C(=C4C(=C3O)C(=O)C5=C(C4=O)C(=CC=C5)OC)O)(C(=O)CO)O)N)O.Cl. Synergy scores: CSS=26.1, Synergy_ZIP=0.248, Synergy_Bliss=0.191, Synergy_Loewe=-0.874, Synergy_HSA=0.206. Drug 1: CC12CCC3C(C1CCC2O)C(CC4=C3C=CC(=C4)O)CCCCCCCCCS(=O)CCCC(C(F)(F)F)(F)F. Cell line: HCT-15. (2) Drug 1: C1CCC(CC1)NC(=O)N(CCCl)N=O. Drug 2: CS(=O)(=O)OCCCCOS(=O)(=O)C. Cell line: NCI-H226. Synergy scores: CSS=15.7, Synergy_ZIP=-3.78, Synergy_Bliss=2.76, Synergy_Loewe=-5.00, Synergy_HSA=2.79. (3) Drug 1: CNC(=O)C1=CC=CC=C1SC2=CC3=C(C=C2)C(=NN3)C=CC4=CC=CC=N4. Drug 2: C1CCC(CC1)NC(=O)N(CCCl)N=O. Cell line: RPMI-8226. Synergy scores: CSS=28.6, Synergy_ZIP=9.73, Synergy_Bliss=12.5, Synergy_Loewe=5.87, Synergy_HSA=8.77. (4) Drug 1: CC1C(C(CC(O1)OC2CC(CC3=C2C(=C4C(=C3O)C(=O)C5=C(C4=O)C(=CC=C5)OC)O)(C(=O)CO)O)N)O.Cl. Drug 2: C1=NNC2=C1C(=O)NC=N2. Cell line: A549. Synergy scores: CSS=0.346, Synergy_ZIP=-0.922, Synergy_Bliss=-1.00, Synergy_Loewe=-2.95, Synergy_HSA=-1.41. (5) Drug 1: C1CC(C1)(C2=CC=C(C=C2)C3=C(C=C4C(=N3)C=CN5C4=NNC5=O)C6=CC=CC=C6)N. Drug 2: CNC(=O)C1=NC=CC(=C1)OC2=CC=C(C=C2)NC(=O)NC3=CC(=C(C=C3)Cl)C(F)(F)F. Cell line: NCI-H460. Synergy scores: CSS=61.3, Synergy_ZIP=3.37, Synergy_Bliss=4.14, Synergy_Loewe=5.92, Synergy_HSA=8.32. (6) Drug 1: CS(=O)(=O)CCNCC1=CC=C(O1)C2=CC3=C(C=C2)N=CN=C3NC4=CC(=C(C=C4)OCC5=CC(=CC=C5)F)Cl. Drug 2: CS(=O)(=O)OCCCCOS(=O)(=O)C. Cell line: LOX IMVI. Synergy scores: CSS=11.8, Synergy_ZIP=-2.65, Synergy_Bliss=-1.34, Synergy_Loewe=4.14, Synergy_HSA=1.12.